From a dataset of Peptide-MHC class I binding affinity with 185,985 pairs from IEDB/IMGT. Regression. Given a peptide amino acid sequence and an MHC pseudo amino acid sequence, predict their binding affinity value. This is MHC class I binding data. (1) The peptide sequence is TRAVGKPLL. The MHC is HLA-A02:19 with pseudo-sequence HLA-A02:19. The binding affinity (normalized) is 0.0847. (2) The peptide sequence is YILYIVFCI. The MHC is HLA-A02:01 with pseudo-sequence HLA-A02:01. The binding affinity (normalized) is 0.921. (3) The peptide sequence is DLLENLQTY. The MHC is HLA-A26:01 with pseudo-sequence HLA-A26:01. The binding affinity (normalized) is 0.504. (4) The peptide sequence is PQAYFEKNL. The MHC is H-2-Kb with pseudo-sequence H-2-Kb. The binding affinity (normalized) is 0.120.